From a dataset of Reaction yield outcomes from USPTO patents with 853,638 reactions. Predict the reaction yield, written as a fraction of the theoretical maximum amount of product (1.0 means a 100% yield; for example, 0.34 means a 34% yield). (1) The reactants are [CH3:1][C:2]1([CH3:26])[O:6][C@H:5]2[C@H:7]([N:16]3[CH:24]=[N:23][C:22]4[C:17]3=[N:18][CH:19]=[N:20][C:21]=4Cl)[O:8][C@H:9]([CH2:10][NH:11][S:12]([NH2:15])(=[O:14])=[O:13])[C@H:4]2[O:3]1.[Na+].[I-:28].FC(F)(F)C(O)=O. The catalyst is CC(=O)CC. The product is [I:28][C:21]1[N:20]=[CH:19][N:18]=[C:17]2[C:22]=1[N:23]=[CH:24][N:16]2[C@H:7]1[C@@H:5]2[O:6][C:2]([CH3:26])([CH3:1])[O:3][C@@H:4]2[C@@H:9]([CH2:10][NH:11][S:12]([NH2:15])(=[O:14])=[O:13])[O:8]1. The yield is 0.610. (2) The reactants are [Cl:1][C:2]1[N:7]=[C:6]([CH2:8]C(C2C=C(NC(=O)OCC=C)C=CC=2)=O)[CH:5]=[CH:4][N:3]=1.[F:24][C:25]1[C:34]([NH:35][C:36]([O:38][CH2:39][CH:40]=[CH2:41])=[O:37])=[CH:33][CH:32]=[C:31]([F:42])[C:26]=1[C:27]([O:29]C)=O.ClC1N=C(C)C=CN=1. No catalyst specified. The product is [Cl:1][C:2]1[N:7]=[C:6]([CH2:8][C:27]([C:26]2[C:25]([F:24])=[C:34]([NH:35][C:36](=[O:37])[O:38][CH2:39][CH:40]=[CH2:41])[CH:33]=[CH:32][C:31]=2[F:42])=[O:29])[CH:5]=[CH:4][N:3]=1. The yield is 0.602. (3) The reactants are O=[C:2]([C:14]1[CH:19]=[CH:18][CH:17]=[CH:16][CH:15]=1)[CH2:3][CH2:4][O:5][NH:6][C:7](=[O:13])[O:8][C:9]([CH3:12])([CH3:11])[CH3:10].[F:20][C:21]1[CH:30]=[CH:29][C:28]([F:31])=[CH:27][C:22]=1[C:23](=[S:26])[NH:24][NH2:25]. The catalyst is C(O)C. The product is [F:20][C:21]1[CH:30]=[CH:29][C:28]([F:31])=[CH:27][C:22]=1[C:23]1[S:26][C:2]([CH2:3][CH2:4][O:5][NH:6][C:7](=[O:13])[O:8][C:9]([CH3:12])([CH3:11])[CH3:10])([C:14]2[CH:19]=[CH:18][CH:17]=[CH:16][CH:15]=2)[NH:25][N:24]=1. The yield is 0.790. (4) The reactants are [CH2:1]([Mg]Br)[CH2:2][CH3:3].Cl[C:7]1[N:15]=[C:14]([C:16]([F:19])([F:18])[F:17])[N:13]=[C:12]2[C:8]=1[NH:9][CH:10]=[N:11]2.C1COCC1.O. The catalyst is C(OCC)(=O)C.Cl[Ni]1(Cl)[P](C2C=CC=CC=2)(C2C=CC=CC=2)CCC[P]1(C1C=CC=CC=1)C1C=CC=CC=1. The product is [CH2:1]([C:7]1[N:15]=[C:14]([C:16]([F:19])([F:18])[F:17])[N:13]=[C:12]2[C:8]=1[NH:9][CH:10]=[N:11]2)[CH2:2][CH3:3]. The yield is 0.300.